This data is from Reaction yield outcomes from USPTO patents with 853,638 reactions. The task is: Predict the reaction yield, written as a fraction of the theoretical maximum amount of product (1.0 means a 100% yield; for example, 0.34 means a 34% yield). (1) The reactants are [CH3:1][C:2]1[O:3][C:4]2[CH2:5][CH2:6][C:7]3[CH:19]=[CH:18][CH:17]=[CH:16][C:8]=3[CH:9]([O:12][CH2:13][CH2:14][OH:15])[C:10]=2[N:11]=1.C(P(CCCC)CCCC)CCC.[CH2:33]([O:35][C:36](=[O:49])[CH:37]([O:46][CH2:47][CH3:48])[CH2:38][C:39]1[CH:44]=[CH:43][C:42](O)=[CH:41][CH:40]=1)[CH3:34].C1CCN(C(N=NC(N2CCCCC2)=O)=O)CC1. The catalyst is C1C=CC=CC=1.O. The product is [CH2:33]([O:35][C:36](=[O:49])[CH:37]([O:46][CH2:47][CH3:48])[CH2:38][C:39]1[CH:44]=[CH:43][C:42]([O:15][CH2:14][CH2:13][O:12][CH:9]2[C:8]3[CH:16]=[CH:17][CH:18]=[CH:19][C:7]=3[CH2:6][CH2:5][C:4]3[O:3][C:2]([CH3:1])=[N:11][C:10]2=3)=[CH:41][CH:40]=1)[CH3:34]. The yield is 0.400. (2) The catalyst is ClCCl.CO.O.O. The yield is 0.480. The reactants are [F:1][C:2]1[C:7]([F:8])=[CH:6][C:5]([C:9]2[CH:14]=[CH:13][C:12]([O:15][CH2:16][CH:17]3[CH2:22][CH2:21][CH2:20][NH:19][CH2:18]3)=[CH:11][CH:10]=2)=[C:4]([O:23][CH3:24])[CH:3]=1.C[O:26][C:27]([C:29]1([C:32](O)=[O:33])[CH2:31][CH2:30]1)=[O:28].ON1C2N=CC=CC=2N=N1.Cl.CN(C)CCCN=C=N.O.[OH-].[Li+]. The product is [F:1][C:2]1[C:7]([F:8])=[CH:6][C:5]([C:9]2[CH:14]=[CH:13][C:12]([O:15][CH2:16][CH:17]3[CH2:22][CH2:21][CH2:20][N:19]([C:32]([C:29]4([C:27]([OH:28])=[O:26])[CH2:31][CH2:30]4)=[O:33])[CH2:18]3)=[CH:11][CH:10]=2)=[C:4]([O:23][CH3:24])[CH:3]=1.